Predict the reaction yield, written as a fraction of the theoretical maximum amount of product (1.0 means a 100% yield; for example, 0.34 means a 34% yield). From a dataset of Reaction yield outcomes from USPTO patents with 853,638 reactions. (1) The reactants are [CH:1]([C:4]1[CH:12]=[CH:11][C:7]([CH2:8]CN)=[CH:6][CH:5]=1)([CH3:3])[CH3:2].[CH3:13][NH:14]CC1C=CC2C(=CC=CC=2)C=1CCC.Cl.[O:30]=[C:31]1[NH:40][C:39]2[N:38]=[CH:37][C:36](/[CH:41]=[CH:42]/[C:43]([OH:45])=O)=[CH:35][C:34]=2[CH2:33][CH2:32]1.Cl.CN1CC2C=C(/C=C/C(O)=O)C=NC=2NC(=O)C1. No catalyst specified. The product is [CH:1]([C:4]1[CH:5]=[CH:6][C:7]([CH2:8][N:14]([CH3:13])[C:43](=[O:45])/[CH:42]=[CH:41]/[C:36]2[CH:37]=[N:38][C:39]3[NH:40][C:31](=[O:30])[CH2:32][CH2:33][C:34]=3[CH:35]=2)=[CH:11][CH:12]=1)([CH3:2])[CH3:3]. The yield is 0.610. (2) The reactants are C(=O)(O)[O-].[Na+].[Br:6][CH2:7][C:8](Br)=[O:9].[C:11]([O:15][C:16](=[O:37])[NH:17][C:18]([CH3:36])([CH3:35])[CH2:19][NH:20][C:21]1[CH:26]=[CH:25][CH:24]=[CH:23][C:22]=1[O:27][CH2:28][C:29]1[CH:34]=[CH:33][CH:32]=[CH:31][CH:30]=1)([CH3:14])([CH3:13])[CH3:12].C(OCC)(=O)C. The catalyst is O. The product is [C:11]([O:15][C:16](=[O:37])[NH:17][C:18]([CH3:36])([CH3:35])[CH2:19][N:20]([C:21]1[CH:26]=[CH:25][CH:24]=[CH:23][C:22]=1[O:27][CH2:28][C:29]1[CH:30]=[CH:31][CH:32]=[CH:33][CH:34]=1)[C:8](=[O:9])[CH2:7][Br:6])([CH3:14])([CH3:12])[CH3:13]. The yield is 0.920. (3) The reactants are [CH3:1][N:2]([CH3:24])[CH2:3][CH2:4][CH2:5][NH:6][C:7]1[C:16]2[C:11](=[CH:12][CH:13]=[CH:14][CH:15]=2)[N:10]=[C:9]([CH2:17][N:18]2[CH2:23][CH2:22][NH:21][CH2:20][CH2:19]2)[N:8]=1.[Br:25][C:26]1[CH:27]=[CH:28][C:29]([CH:32](Cl)[C:33]2[CH:38]=[C:37]([Cl:39])[CH:36]=[C:35]([Cl:40])[CH:34]=2)=[N:30][CH:31]=1.C(=O)([O-])[O-].[K+].[K+].[I-].[K+]. The catalyst is C(#N)C. The product is [Br:25][C:26]1[CH:27]=[CH:28][C:29]([CH:32]([C:33]2[CH:34]=[C:35]([Cl:40])[CH:36]=[C:37]([Cl:39])[CH:38]=2)[N:21]2[CH2:20][CH2:19][N:18]([CH2:17][C:9]3[N:8]=[C:7]([NH:6][CH2:5][CH2:4][CH2:3][N:2]([CH3:1])[CH3:24])[C:16]4[C:11](=[CH:12][CH:13]=[CH:14][CH:15]=4)[N:10]=3)[CH2:23][CH2:22]2)=[N:30][CH:31]=1. The yield is 0.450.